Regression. Given a peptide amino acid sequence and an MHC pseudo amino acid sequence, predict their binding affinity value. This is MHC class I binding data. From a dataset of Peptide-MHC class I binding affinity with 185,985 pairs from IEDB/IMGT. The peptide sequence is ALRRRTGTR. The MHC is HLA-A01:01 with pseudo-sequence HLA-A01:01. The binding affinity (normalized) is 0.0847.